From a dataset of Catalyst prediction with 721,799 reactions and 888 catalyst types from USPTO. Predict which catalyst facilitates the given reaction. (1) Reactant: C(OC([N:8]([O:27]C(OC(C)(C)C)=O)[C:9]1([C:22](=[N:24][O:25][CH3:26])[CH3:23])[C:13](=[O:14])[N:12]([CH3:15])[N:11]=[C:10]1[C:16]1[CH:21]=[CH:20][CH:19]=[CH:18][CH:17]=1)=O)(C)(C)C. Product: [OH:27][NH:8][C:9]1([C:22](=[N:24][O:25][CH3:26])[CH3:23])[C:13](=[O:14])[N:12]([CH3:15])[N:11]=[C:10]1[C:16]1[CH:21]=[CH:20][CH:19]=[CH:18][CH:17]=1. The catalyst class is: 13. (2) Reactant: [N+:1]([C:4]1[CH:5]=[C:6]([CH:10]=[CH:11][C:12]2[N:13]=[CH:14][N:15](C(C3C=CC=CC=3)(C3C=CC=CC=3)C3C=CC=CC=3)[CH:16]=2)[CH:7]=[CH:8][CH:9]=1)([O-:3])=[O:2].Cl. Product: [N+:1]([C:4]1[CH:5]=[C:6]([CH:10]=[CH:11][C:12]2[N:13]=[CH:14][NH:15][CH:16]=2)[CH:7]=[CH:8][CH:9]=1)([O-:3])=[O:2]. The catalyst class is: 5. (3) Reactant: [CH2:1]([O:3][C:4]1[C:8]([CH2:9][CH2:10][CH2:11][CH2:12][O:13][C:14]2[CH:19]=[CH:18][CH:17]=[CH:16][C:15]=2[CH2:20][C:21]([O:23]C)=[O:22])=[CH:7][NH:6][N:5]=1)[CH3:2].Cl[C:26]1[CH:31]=[CH:30][C:29]([C:32]([F:35])([F:34])[F:33])=[CH:28][N:27]=1.[H-].[Na+].Cl. Product: [CH2:1]([O:3][C:4]1[C:8]([CH2:9][CH2:10][CH2:11][CH2:12][O:13][C:14]2[CH:19]=[CH:18][CH:17]=[CH:16][C:15]=2[CH2:20][C:21]([OH:23])=[O:22])=[CH:7][N:6]([C:26]2[CH:31]=[CH:30][C:29]([C:32]([F:35])([F:34])[F:33])=[CH:28][N:27]=2)[N:5]=1)[CH3:2]. The catalyst class is: 9. (4) Reactant: [CH3:1][O:2][C:3]1[CH:56]=[CH:55][C:6]([CH2:7][N:8]2[C:12]3=[N:13][CH:14]=[CH:15][C:16]([O:17][C:18]4[CH:23]=[CH:22][C:21]([NH:24][C:25]([C:27]5[C:32](=[O:33])[N:31]([C:34]6[CH:39]=[CH:38][C:37]([F:40])=[CH:36][CH:35]=6)[N:30]=[CH:29][CH:28]=5)=[O:26])=[CH:20][C:19]=4[F:41])=[C:11]3[C:10]([CH:42]3[CH2:47][CH2:46][N:45](C(OC(C)(C)C)=O)[CH2:44][CH2:43]3)=[N:9]2)=[CH:5][CH:4]=1.FC(F)(F)C(O)=O. Product: [F:41][C:19]1[CH:20]=[C:21]([NH:24][C:25]([C:27]2[C:32](=[O:33])[N:31]([C:34]3[CH:35]=[CH:36][C:37]([F:40])=[CH:38][CH:39]=3)[N:30]=[CH:29][CH:28]=2)=[O:26])[CH:22]=[CH:23][C:18]=1[O:17][C:16]1[CH:15]=[CH:14][N:13]=[C:12]2[N:8]([CH2:7][C:6]3[CH:5]=[CH:4][C:3]([O:2][CH3:1])=[CH:56][CH:55]=3)[N:9]=[C:10]([CH:42]3[CH2:47][CH2:46][NH:45][CH2:44][CH2:43]3)[C:11]=12. The catalyst class is: 2.